Dataset: Full USPTO retrosynthesis dataset with 1.9M reactions from patents (1976-2016). Task: Predict the reactants needed to synthesize the given product. (1) The reactants are: [CH:1]1[C:10]2[C:5](=[CH:6][CH:7]=[CH:8][CH:9]=2)[CH:4]=[CH:3][C:2]=1[C:11]1[CH:18]=[C:15]([CH:16]=O)[C:14]([OH:19])=[CH:13][CH:12]=1.[NH2:20][C:21]1[CH:26]=[CH:25][CH:24]=[CH:23][C:22]=1[SH:27]. Given the product [S:27]1[C:22]2[CH:23]=[CH:24][CH:25]=[CH:26][C:21]=2[N:20]=[C:16]1[C:15]1[CH:18]=[C:11]([C:2]2[CH:3]=[CH:4][C:5]3[C:10](=[CH:9][CH:8]=[CH:7][CH:6]=3)[CH:1]=2)[CH:12]=[CH:13][C:14]=1[OH:19], predict the reactants needed to synthesize it. (2) The reactants are: [NH:1]1[C:5]2[CH:6]=[CH:7][CH:8]=[CH:9][C:4]=2[N:3]=[N:2]1.Cl[C:11]1[C:16]([C:17]([O:19][CH3:20])=[O:18])=[CH:15][N:14]=[C:13]([Cl:21])[CH:12]=1. Given the product [N:1]1([C:11]2[C:16]([C:17]([O:19][CH3:20])=[O:18])=[CH:15][N:14]=[C:13]([Cl:21])[CH:12]=2)[C:5]2[CH:6]=[CH:7][CH:8]=[CH:9][C:4]=2[N:3]=[N:2]1, predict the reactants needed to synthesize it.